This data is from Catalyst prediction with 721,799 reactions and 888 catalyst types from USPTO. The task is: Predict which catalyst facilitates the given reaction. (1) Reactant: FC(F)(F)S(O[C:7]1[CH:16]=[CH:15][C:14]2[O:13][C@:12]3([CH3:21])[CH2:17][CH2:18][CH2:19][O:20][C@H:11]3[C@:10]3([C:25](=[O:26])[N:24]([CH3:27])[C:23](/[N:28]=C/N(C)C)=[N:22]3)[C:9]=2[CH:8]=1)(=O)=O.[Cl:35][C:36]1[CH:37]=[C:38](B(O)O)[CH:39]=[N:40][CH:41]=1.C([O-])([O-])=O.[Na+].[Na+]. Product: [NH2:28][C:23]1[N:24]([CH3:27])[C:25](=[O:26])[C@:10]2([N:22]=1)[C:9]1[CH:8]=[C:7]([C:38]3[CH:39]=[N:40][CH:41]=[C:36]([Cl:35])[CH:37]=3)[CH:16]=[CH:15][C:14]=1[O:13][C@:12]1([CH3:21])[CH2:17][CH2:18][CH2:19][O:20][C@@H:11]21. The catalyst class is: 203. (2) Reactant: [F:1][C:2]([F:11])([F:10])[C:3]1[CH:4]=[C:5]([OH:9])[CH:6]=[CH:7][CH:8]=1.[N+:12]([O-])([OH:14])=[O:13]. Product: [N+:12]([C:6]1[CH:7]=[CH:8][C:3]([C:2]([F:10])([F:11])[F:1])=[CH:4][C:5]=1[OH:9])([O-:14])=[O:13]. The catalyst class is: 52. (3) Reactant: [CH3:1][C:2]1([CH3:19])[C:13]2[C:14]3[N:5]([C:6](=[O:18])[C:7](=[O:17])[NH:8][C:9]=3[CH:10]=[C:11]([CH3:16])[C:12]=2[CH3:15])[CH2:4][CH2:3]1.[H-].[Na+].Br[CH2:23]/[CH:24]=[CH:25]\[C@H:26]1[CH2:30][O:29][C:28]([CH3:32])([CH3:31])[O:27]1.O. Product: [CH3:31][C:28]1([CH3:32])[O:27][C@@H:26](/[CH:25]=[CH:24]\[CH2:23][N:8]2[C:9]3[CH:10]=[C:11]([CH3:16])[C:12]([CH3:15])=[C:13]4[C:2]([CH3:19])([CH3:1])[CH2:3][CH2:4][N:5]([C:14]=34)[C:6](=[O:18])[C:7]2=[O:17])[CH2:30][O:29]1. The catalyst class is: 3.